Dataset: Catalyst prediction with 721,799 reactions and 888 catalyst types from USPTO. Task: Predict which catalyst facilitates the given reaction. (1) Reactant: [CH3:1][O:2][C:3]1[CH:12]=[CH:11][C:6]2[N:7]=[C:8]([SH:10])[NH:9][C:5]=2[CH:4]=1.C(N(CC)C(C)C)(C)C.[CH2:22](Br)[C:23]1[CH:28]=[CH:27][CH:26]=[CH:25][CH:24]=1. Product: [CH3:1][O:2][C:3]1[CH:12]=[CH:11][C:6]2[N:7]=[C:8]([S:10][CH2:22][C:23]3[CH:28]=[CH:27][CH:26]=[CH:25][CH:24]=3)[NH:9][C:5]=2[CH:4]=1. The catalyst class is: 4. (2) Reactant: [CH3:1][Si:2]([CH3:52])([CH3:51])[CH2:3][CH2:4][O:5][CH2:6][N:7]([CH2:43][O:44][CH2:45][CH2:46][Si:47]([CH3:50])([CH3:49])[CH3:48])[C:8]1[N:13]2[N:14]=[CH:15][C:16]([C:17]3[CH:18]=[N:19][C:20]([C:23]4[CH:28]=[CH:27][CH:26]=[CH:25][CH:24]=4)=[CH:21][CH:22]=3)=[C:12]2[N:11]=[C:10]([CH:29]2[CH2:34][CH2:33][N:32]([C:35]3[O:39][C:38]([C@H:40]([OH:42])[CH3:41])=[N:37][N:36]=3)[CH2:31][CH2:30]2)[CH:9]=1.C1C(=O)N([Br:60])C(=O)C1. Product: [CH3:48][Si:47]([CH3:50])([CH3:49])[CH2:46][CH2:45][O:44][CH2:43][N:7]([CH2:6][O:5][CH2:4][CH2:3][Si:2]([CH3:51])([CH3:1])[CH3:52])[C:8]1[N:13]2[N:14]=[CH:15][C:16]([C:17]3[CH:18]=[N:19][C:20]([C:23]4[CH:24]=[CH:25][CH:26]=[CH:27][CH:28]=4)=[CH:21][CH:22]=3)=[C:12]2[N:11]=[C:10]([CH:29]2[CH2:30][CH2:31][N:32]([C:35]3[O:39][C:38]([C@H:40]([OH:42])[CH3:41])=[N:37][N:36]=3)[CH2:33][CH2:34]2)[C:9]=1[Br:60]. The catalyst class is: 10. (3) The catalyst class is: 265. Product: [C:18]1([C:17]2[N:7]3[CH:6]=[C:5]([C:3]([O:2][CH3:1])=[O:4])[C:14]4[C:9]([C:8]3=[CH:15][N:16]=2)=[CH:10][CH:11]=[CH:12][CH:13]=4)[CH:23]=[CH:22][CH:21]=[CH:20][CH:19]=1. Reactant: [CH3:1][O:2][C:3]([C:5]1[C:14]2[C:9](=[CH:10][CH:11]=[CH:12][CH:13]=2)[C:8]([CH2:15][NH:16][C:17](=O)[C:18]2[CH:23]=[CH:22][CH:21]=[CH:20][CH:19]=2)=[N:7][CH:6]=1)=[O:4]. (4) Reactant: [Cl:1][C:2]1[C:10]([C:11]([C:14]#[N:15])([CH3:13])[CH3:12])=[CH:9][CH:8]=[CH:7][C:3]=1[C:4]([OH:6])=O.C(Cl)(=O)C(Cl)=O.CN(C)C=O.[NH2:27][C:28]1[CH:29]=[C:30]([CH:49]=[CH:50][C:51]=1[F:52])[O:31][C:32]1[CH:46]=[CH:45][C:35]2[N:36]=[C:37]([NH:39][C:40]([CH:42]3[CH2:44][CH2:43]3)=[O:41])[S:38][C:34]=2[C:33]=1[C:47]#[N:48]. Product: [Cl:1][C:2]1[C:10]([C:11]([C:14]#[N:15])([CH3:13])[CH3:12])=[CH:9][CH:8]=[CH:7][C:3]=1[C:4]([NH:27][C:28]1[CH:29]=[C:30]([O:31][C:32]2[CH:46]=[CH:45][C:35]3[N:36]=[C:37]([NH:39][C:40]([CH:42]4[CH2:44][CH2:43]4)=[O:41])[S:38][C:34]=3[C:33]=2[C:47]#[N:48])[CH:49]=[CH:50][C:51]=1[F:52])=[O:6]. The catalyst class is: 54.